This data is from Forward reaction prediction with 1.9M reactions from USPTO patents (1976-2016). The task is: Predict the product of the given reaction. (1) The product is: [CH3:1][O:23][C:22](=[O:24])[C:21]1[C:16]([NH:15][C:12]2[CH:13]=[CH:14][C:9]([Br:8])=[CH:10][C:11]=2[F:27])=[C:17]([F:26])[C:18]([Cl:25])=[N:19][CH:20]=1. Given the reactants [CH3:1][Si](C=[N+]=[N-])(C)C.[Br:8][C:9]1[CH:14]=[CH:13][C:12]([NH:15][C:16]2[C:21]([C:22]([OH:24])=[O:23])=[CH:20][N:19]=[C:18]([Cl:25])[C:17]=2[F:26])=[C:11]([F:27])[CH:10]=1.C1COCC1, predict the reaction product. (2) The product is: [F:23][C:4]([F:3])([F:22])[C:5]1[CH:6]=[CH:7][C:8]([C:11]2[CH:12]=[C:13]3[C:18](=[CH:19][CH:20]=2)[NH:17][C:16](=[O:21])[CH:15]=[N:14]3)=[CH:9][CH:10]=1. Given the reactants OO.[F:3][C:4]([F:23])([F:22])[C:5]1[CH:10]=[CH:9][C:8]([C:11]2[CH:12]=[C:13]3[C:18](=[CH:19][CH:20]=2)[NH:17][C:16](=[O:21])[CH2:15][NH:14]3)=[CH:7][CH:6]=1.[OH-].[Na+].O1CCOCC1, predict the reaction product. (3) The product is: [CH3:21][O:22][C:23](=[O:32])[C:24]1[CH:25]=[CH:26][C:27]([CH:35]([C:34]2[S:5][CH:4]([C:9]3[CH:10]=[CH:11][C:12]([C:15]([F:16])([F:17])[F:18])=[CH:13][CH:14]=3)[N:3]([CH3:2])[CH:33]=2)[O:36][CH3:37])=[CH:28][CH:29]=1. Given the reactants C[C:2]1[N:3]=[C:4]([C:9]2[CH:14]=[CH:13][C:12]([C:15]([F:18])([F:17])[F:16])=[CH:11][CH:10]=2)[S:5]C=1CO.[H-].[Na+].[CH3:21][O:22][C:23](=[O:32])[C:24]1[CH:29]=[CH:28][CH:27]=[C:26](CBr)[CH:25]=1.[CH2:33]1[CH2:37][O:36][CH2:35][CH2:34]1, predict the reaction product. (4) Given the reactants Cl[C:2]1[C:12]([C:13]#[N:14])=[CH:11][C:5]([C:6]([O:8][CH2:9][CH3:10])=[O:7])=[C:4]([CH3:15])[N:3]=1.[CH2:16]1[CH:20]2[CH2:21][NH:22][CH2:23][CH:19]2[CH2:18][N:17]1[C:24]([O:26][C:27]([CH3:30])([CH3:29])[CH3:28])=[O:25].C(N(CC)CC)C, predict the reaction product. The product is: [C:13]([C:12]1[C:2]([N:22]2[CH2:21][CH:20]3[CH2:16][N:17]([C:24]([O:26][C:27]([CH3:30])([CH3:29])[CH3:28])=[O:25])[CH2:18][CH:19]3[CH2:23]2)=[N:3][C:4]([CH3:15])=[C:5]([C:6]([O:8][CH2:9][CH3:10])=[O:7])[CH:11]=1)#[N:14]. (5) Given the reactants [CH3:1][C:2]1([CH2:8][OH:9])[CH2:7][NH:6][CH2:5][CH2:4][NH:3]1.[C:10](ON1C(=O)CCC1=O)([O:12][CH2:13][C:14]1[CH:19]=[CH:18][CH:17]=[CH:16][CH:15]=1)=[O:11].O.[OH-].[Na+], predict the reaction product. The product is: [OH:9][CH2:8][C:2]1([CH3:1])[NH:3][CH2:4][CH2:5][N:6]([C:10]([O:12][CH2:13][C:14]2[CH:19]=[CH:18][CH:17]=[CH:16][CH:15]=2)=[O:11])[CH2:7]1. (6) Given the reactants [C:1]([O:5][C:6](=[O:11])[CH2:7][C:8]([OH:10])=O)([CH3:4])([CH3:3])[CH3:2].C(N1C=CN=C1)(N1C=CN=C1)=O.O[N:25]=[C:26]([C:28]1[CH:29]=[CH:30][C:31]([CH3:46])=[C:32]([NH:34][C:35]([C:37]2[N:41]3[CH:42]=[CH:43][CH:44]=[CH:45][C:40]3=[N:39][CH:38]=2)=[O:36])[CH:33]=1)[NH2:27], predict the reaction product. The product is: [N:39]1[CH:38]=[C:37]([C:35]([NH:34][C:32]2[CH:33]=[C:28]([C:26]3[N:25]=[C:8]([CH2:7][C:6]([O:5][C:1]([CH3:2])([CH3:3])[CH3:4])=[O:11])[O:10][N:27]=3)[CH:29]=[CH:30][C:31]=2[CH3:46])=[O:36])[N:41]2[CH:42]=[CH:43][CH:44]=[CH:45][C:40]=12. (7) Given the reactants Br[CH2:2][C:3]1[C:8]([C:9]([O:11][C:12]([CH3:15])([CH3:14])[CH3:13])=[O:10])=[C:7]([O:16]C(OC(C)(C)C)=O)[C:6]([C:24]([F:27])([F:26])[F:25])=[CH:5][CH:4]=1.C([O:30][C:31](=[O:45])[CH2:32][C:33]1[S:34][C:35]([C:38]2[CH:43]=[CH:42][C:41]([OH:44])=[CH:40][CH:39]=2)=[CH:36][CH:37]=1)C, predict the reaction product. The product is: [C:12]([O:11][C:9]([C:8]1[C:7]([OH:16])=[C:6]([C:24]([F:27])([F:25])[F:26])[CH:5]=[CH:4][C:3]=1[CH2:2][O:44][C:41]1[CH:40]=[CH:39][C:38]([C:35]2[S:34][C:33]([CH2:32][C:31]([OH:45])=[O:30])=[CH:37][CH:36]=2)=[CH:43][CH:42]=1)=[O:10])([CH3:13])([CH3:14])[CH3:15]. (8) Given the reactants [N:1]1C=CC=CC=1.[Cl:7][C:8](Cl)([O:10]C(=O)OC(Cl)(Cl)Cl)Cl.[CH3:19][C@H:20]1[CH2:25][O:24][CH2:23][CH2:22][NH:21]1, predict the reaction product. The product is: [CH3:19][C@H:20]1[CH2:25][O:24][CH2:23][CH2:22][NH:21]1.[C:8]([Cl:7])(=[O:10])[NH2:1].